This data is from Catalyst prediction with 721,799 reactions and 888 catalyst types from USPTO. The task is: Predict which catalyst facilitates the given reaction. Reactant: [NH2:1][C:2]1[C:15]2[C:6](=[CH:7][C:8]3[C:9]4[C:14]=2[C:13](=[O:16])[N:12]([CH2:17][CH2:18][N:19]([CH3:21])[CH3:20])[C:11](=[O:22])[C:10]=4[CH:23]=[CH:24][CH:25]=3)[CH:5]=[CH:4][CH:3]=1.[Cl:26][C:27]1[CH:32]=[CH:31][C:30]([CH2:33][C:34](Cl)=[O:35])=[CH:29][CH:28]=1. Product: [Cl:26][C:27]1[CH:32]=[CH:31][C:30]([CH2:33][C:34]([NH:1][C:2]2[C:15]3[C:6](=[CH:7][C:8]4[C:9]5[C:14]=3[C:13](=[O:16])[N:12]([CH2:17][CH2:18][N:19]([CH3:20])[CH3:21])[C:11](=[O:22])[C:10]=5[CH:23]=[CH:24][CH:25]=4)[CH:5]=[CH:4][CH:3]=2)=[O:35])=[CH:29][CH:28]=1. The catalyst class is: 4.